Dataset: Microsomal clearance measurements from AstraZeneca. Task: Regression/Classification. Given a drug SMILES string, predict its absorption, distribution, metabolism, or excretion properties. Task type varies by dataset: regression for continuous measurements (e.g., permeability, clearance, half-life) or binary classification for categorical outcomes (e.g., BBB penetration, CYP inhibition). For this dataset (clearance_microsome_az), we predict log10(clearance) (log10 of the in vitro intrinsic clearance, CLint, in uL/min per mg of human liver microsomal protein, equivalently mL/min/g; values are censored to the assay range of 3 to 150, which is 0.477 to 2.18 on this log10 scale). The compound is c1ccc(CSc2nc3cccnc3[nH]2)cc1. The log10(clearance) is 1.45.